This data is from Forward reaction prediction with 1.9M reactions from USPTO patents (1976-2016). The task is: Predict the product of the given reaction. (1) Given the reactants [CH2:1]([N:5]1[C:10](=[O:11])[C:9]([C:12]2[NH:13][S:14](=[O:24])(=[O:23])[C:15]3[CH:21]=[C:20]([OH:22])[CH:19]=[CH:18][C:16]=3[N:17]=2)=[C:8]([OH:25])[C:7]([CH:26]([CH3:28])[CH3:27])=[N:6]1)[CH2:2][CH2:3][CH3:4].Br[CH2:30][C:31]([NH2:33])=[O:32].C([O-])([O-])=O.[K+].[K+], predict the reaction product. The product is: [CH2:1]([N:5]1[C:10](=[O:11])[C:9]([C:12]2[NH:13][S:14](=[O:24])(=[O:23])[C:15]3[CH:21]=[C:20]([O:22][CH2:30][C:31]([NH2:33])=[O:32])[CH:19]=[CH:18][C:16]=3[N:17]=2)=[C:8]([OH:25])[C:7]([CH:26]([CH3:27])[CH3:28])=[N:6]1)[CH2:2][CH2:3][CH3:4]. (2) Given the reactants [C:1]([C:3]1[N:7]2[CH:8]=[C:9]([C:16]3[CH:21]=[CH:20][C:19]([C:22]([F:25])([F:24])[F:23])=[CH:18][CH:17]=3)[CH:10]=[C:11]([C:12]([F:15])([F:14])[F:13])[C:6]2=[N:5][CH:4]=1)#[CH:2].Br[C:27]1[C:28]([F:38])=[CH:29][C:30]([F:37])=[C:31]([S:33]([NH2:36])(=[O:35])=[O:34])[CH:32]=1, predict the reaction product. The product is: [F:37][C:30]1[CH:29]=[C:28]([F:38])[C:27]([C:2]#[C:1][C:3]2[N:7]3[CH:8]=[C:9]([C:16]4[CH:21]=[CH:20][C:19]([C:22]([F:25])([F:24])[F:23])=[CH:18][CH:17]=4)[CH:10]=[C:11]([C:12]([F:14])([F:13])[F:15])[C:6]3=[N:5][CH:4]=2)=[CH:32][C:31]=1[S:33]([NH2:36])(=[O:34])=[O:35]. (3) Given the reactants [CH3:1][C:2]1[NH:6][N:5]=[C:4]([NH2:7])[CH:3]=1.CCN(C(C)C)C(C)C.Br[C:18]1[N:23]=[C:22]([C:24]([F:33])([F:32])[C:25]2[CH:30]=[CH:29][C:28]([F:31])=[CH:27][N:26]=2)[N:21]=[C:20]2[N:34]([CH3:37])[N:35]=[CH:36][C:19]=12, predict the reaction product. The product is: [F:33][C:24]([F:32])([C:25]1[CH:30]=[CH:29][C:28]([F:31])=[CH:27][N:26]=1)[C:22]1[N:21]=[C:20]2[N:34]([CH3:37])[N:35]=[CH:36][C:19]2=[C:18]([NH:7][C:4]2[CH:3]=[C:2]([CH3:1])[NH:6][N:5]=2)[N:23]=1. (4) The product is: [Br:25][C:26]1[CH:27]=[C:28]2[C:34]([CH:35]([C:38]3[C:43]([O:44][CH:45]([F:47])[F:46])=[CH:42][CH:41]=[C:40]([F:48])[C:39]=3[Cl:49])[O:36][CH3:37])=[CH:33][NH:32][C:29]2=[N:30][CH:31]=1. Given the reactants BrC1C=C2C(C(C3C(OC(F)F)=CC=C(F)C=3Cl)O)=CNC2=NC=1.[Br:25][C:26]1[CH:27]=[C:28]2[C:34]([CH:35]([C:38]3[C:43]([O:44][CH:45]([F:47])[F:46])=[CH:42][CH:41]=[C:40]([F:48])[C:39]=3[Cl:49])[O:36][CH3:37])=[CH:33][NH:32][C:29]2=[N:30][CH:31]=1.Cl.C(OCC)C, predict the reaction product. (5) The product is: [C:33]([C:23]1[CH:22]=[C:21]([NH:20][C:18](=[O:19])[NH:17][C:10]2[C:11]3[C:16](=[CH:15][CH:14]=[CH:13][CH:12]=3)[C:7]([C:5]([C:4]3[CH:37]=[CH:38][N:39]=[C:2]([NH:1][C:55](=[O:56])[CH2:54][O:53][CH2:52][CH2:51][O:50][CH3:49])[CH:3]=3)=[O:6])=[CH:8][CH:9]=2)[N:25]([C:26]2[CH:27]=[CH:28][C:29]([CH3:32])=[CH:30][CH:31]=2)[N:24]=1)([CH3:34])([CH3:35])[CH3:36]. Given the reactants [NH2:1][C:2]1[CH:3]=[C:4]([CH:37]=[CH:38][N:39]=1)[C:5]([C:7]1[C:16]2[C:11](=[CH:12][CH:13]=[CH:14][CH:15]=2)[C:10]([NH:17][C:18]([NH:20][C:21]2[N:25]([C:26]3[CH:31]=[CH:30][C:29]([CH3:32])=[CH:28][CH:27]=3)[N:24]=[C:23]([C:33]([CH3:36])([CH3:35])[CH3:34])[CH:22]=2)=[O:19])=[CH:9][CH:8]=1)=[O:6].CCN(C(C)C)C(C)C.[CH3:49][O:50][CH2:51][CH2:52][O:53][CH2:54][C:55](Cl)=[O:56], predict the reaction product. (6) Given the reactants [Br:1][C:2]1[CH:3]=[C:4]2[C:8](=[CH:9][C:10]=1[O:11][CH3:12])[C:7](=[O:13])[CH2:6][CH2:5]2.[F:14][C:15]([F:26])([F:25])[S:16][C:17]1[CH:24]=[CH:23][C:20]([CH:21]=O)=[CH:19][CH:18]=1.CC1C=CC(S(O)(=O)=O)=CC=1, predict the reaction product. The product is: [Br:1][C:2]1[CH:3]=[C:4]2[C:8](=[CH:9][C:10]=1[O:11][CH3:12])[C:7](=[O:13])/[C:6](=[CH:21]/[C:20]1[CH:23]=[CH:24][C:17]([S:16][C:15]([F:26])([F:14])[F:25])=[CH:18][CH:19]=1)/[CH2:5]2. (7) Given the reactants [S:1]([N:11]1[C:15]2[N:16]=[CH:17][N:18]=[C:19]([NH:20][CH:21]3[CH2:27][CH2:26][CH2:25][CH2:24][N:23]([C:28]([O:30][C:31]([CH3:34])([CH3:33])[CH3:32])=[O:29])[CH2:22]3)[C:14]=2[CH:13]=[CH:12]1)([C:4]1[CH:10]=[CH:9][C:7]([CH3:8])=[CH:6][CH:5]=1)(=[O:3])=[O:2].[H-].[Na+].[CH3:37]I, predict the reaction product. The product is: [CH3:37][N:20]([CH:21]1[CH2:27][CH2:26][CH2:25][CH2:24][N:23]([C:28]([O:30][C:31]([CH3:34])([CH3:33])[CH3:32])=[O:29])[CH2:22]1)[C:19]1[C:14]2[CH:13]=[CH:12][N:11]([S:1]([C:4]3[CH:5]=[CH:6][C:7]([CH3:8])=[CH:9][CH:10]=3)(=[O:3])=[O:2])[C:15]=2[N:16]=[CH:17][N:18]=1. (8) Given the reactants C1(C(C2C=CC=CC=2)[N:8]2[CH2:11][CH:10]([CH2:12][C:13]3[N:18]=[C:17]([CH2:19][NH:20][C:21](=[O:27])[O:22][C:23]([CH3:26])([CH3:25])[CH3:24])[CH:16]=[CH:15][CH:14]=3)[CH2:9]2)C=CC=CC=1, predict the reaction product. The product is: [NH:8]1[CH2:11][CH:10]([CH2:12][C:13]2[N:18]=[C:17]([CH2:19][NH:20][C:21](=[O:27])[O:22][C:23]([CH3:25])([CH3:24])[CH3:26])[CH:16]=[CH:15][CH:14]=2)[CH2:9]1. (9) Given the reactants [N:1]1[CH:6]=[CH:5][CH:4]=[CH:3][C:2]=1[CH2:7][OH:8].[OH-].[K+].O.Cl[C:13]1[CH:18]=[CH:17][C:16]([N+:19]([O-:21])=[O:20])=[CH:15][C:14]=1[Cl:22], predict the reaction product. The product is: [Cl:22][C:14]1[CH:15]=[C:16]([N+:19]([O-:21])=[O:20])[CH:17]=[CH:18][C:13]=1[O:8][CH2:7][C:2]1[CH:3]=[CH:4][CH:5]=[CH:6][N:1]=1. (10) The product is: [F:6][C:7]1[CH:15]=[C:14]([Cl:16])[C:13]([F:17])=[CH:12][C:8]=1[C:9]([O:11][CH2:18][CH3:19])=[O:10]. Given the reactants S(=O)(=O)(O)O.[F:6][C:7]1[CH:15]=[C:14]([Cl:16])[C:13]([F:17])=[CH:12][C:8]=1[C:9]([OH:11])=[O:10].[CH2:18](O)[CH3:19], predict the reaction product.